From a dataset of Catalyst prediction with 721,799 reactions and 888 catalyst types from USPTO. Predict which catalyst facilitates the given reaction. (1) Reactant: [CH2:1]([C:3]1[CH:8]=[C:7]([CH3:9])[CH:6]=[C:5]([CH2:10][CH3:11])[C:4]=1[C:12](=[O:16])[C:13](O)=[O:14])[CH3:2].C1(C)C=CC=CC=1.S(Cl)([Cl:26])=O. Product: [CH2:1]([C:3]1[CH:8]=[C:7]([CH3:9])[CH:6]=[C:5]([CH2:10][CH3:11])[C:4]=1[C:12](=[O:16])[C:13]([Cl:26])=[O:14])[CH3:2]. The catalyst class is: 9. (2) The catalyst class is: 54. Product: [C:23]([C:27]1[CH:28]=[C:29]([NH:55][S:56]([CH3:59])(=[O:58])=[O:57])[C:30]([O:53][CH3:54])=[C:31]([NH:33][C:34]([C:36]2[N:37]([CH3:52])[C:38]3[C:43]([CH:44]=2)=[CH:42][CH:41]=[CH:40][C:39]=3[CH2:45][N:46]2[CH2:47][CH2:48][N:49]([C:8]([CH:4]3[CH2:5][CH2:6][CH2:7][N:2]([CH3:1])[CH2:3]3)=[O:10])[CH2:50][CH2:51]2)=[O:35])[CH:32]=1)([CH3:26])([CH3:24])[CH3:25]. Reactant: [CH3:1][N:2]1[CH2:7][CH2:6][CH2:5][CH:4]([C:8]([OH:10])=O)[CH2:3]1.C(N1C=CN=C1)(N1C=CN=C1)=O.[C:23]([C:27]1[CH:28]=[C:29]([NH:55][S:56]([CH3:59])(=[O:58])=[O:57])[C:30]([O:53][CH3:54])=[C:31]([NH:33][C:34]([C:36]2[N:37]([CH3:52])[C:38]3[C:43]([CH:44]=2)=[CH:42][CH:41]=[CH:40][C:39]=3[CH2:45][N:46]2[CH2:51][CH2:50][NH:49][CH2:48][CH2:47]2)=[O:35])[CH:32]=1)([CH3:26])([CH3:25])[CH3:24].O. (3) Reactant: [CH2:1]1[CH2:7][S:4](=[O:6])(=[O:5])[O:3][CH2:2]1.[F:8][C:9]1[CH:10]=[CH:11][C:12]([CH3:17])=[C:13]([CH:16]=1)[CH2:14][NH2:15].C(#N)C. Product: [F:8][C:9]1[CH:10]=[CH:11][C:12]([CH3:17])=[C:13]([CH:16]=1)[CH2:14][NH:15][CH2:2][CH2:1][CH2:7][S:4]([OH:3])(=[O:6])=[O:5]. The catalyst class is: 11. (4) Reactant: F[C:2]1[CH:7]=[C:6]([F:8])[CH:5]=[CH:4][C:3]=1[N+:9]([O-:11])=[O:10].CCN(C(C)C)C(C)C.[O:21]([C:25]1[NH:29][N:28]=[C:27]([NH2:30])[CH:26]=1)[CH:22]([CH3:24])[CH3:23]. Product: [F:8][C:6]1[CH:5]=[CH:4][C:3]([N+:9]([O-:11])=[O:10])=[C:2]([NH:30][C:27]2[CH:26]=[C:25]([O:21][CH:22]([CH3:24])[CH3:23])[NH:29][N:28]=2)[CH:7]=1. The catalyst class is: 1. (5) Product: [N+:1]([O-:4])([OH:3])=[O:2].[N+:1]([O:4][CH2:5][C:6]1[N:11]=[C:10]([CH3:12])[C:9]([O:13][C:14](=[O:25])[C:15]2[CH:20]=[CH:19][CH:18]=[CH:17][C:16]=2[O:21][C:22](=[O:24])[CH3:23])=[CH:8][CH:7]=1)([O-:3])=[O:2]. Reactant: [N+:1]([O:4][CH2:5][C:6]1[N:11]=[C:10]([CH3:12])[C:9]([O:13][C:14](=[O:25])[C:15]2[CH:20]=[CH:19][CH:18]=[CH:17][C:16]=2[O:21][C:22](=[O:24])[CH3:23])=[CH:8][CH:7]=1)([O-:3])=[O:2].[N+]([O-])(O)=O. The catalyst class is: 10. (6) Reactant: [NH:1]1[CH2:6][CH2:5][CH:4]([O:7][C:8]2[CH:15]=[CH:14][C:13]([C:16]3[N:24]=[CH:23][N:22]=[C:21]4[C:17]=3[N:18]=[C:19]([C:25]3[CH:30]=[CH:29][C:28]([CH:31]5[CH2:36][CH2:35][N:34]([CH2:37][C:38]([F:41])([F:40])[F:39])[CH2:33][CH2:32]5)=[CH:27][CH:26]=3)[NH:20]4)=[CH:12][C:9]=2[C:10]#[N:11])[CH2:3][CH2:2]1.[CH:42](O)=[O:43].CCN(C(C)C)C(C)C.CN(C(ON1N=NC2C=CC=NC1=2)=[N+](C)C)C.F[P-](F)(F)(F)(F)F. Product: [CH:42]([N:1]1[CH2:2][CH2:3][CH:4]([O:7][C:8]2[CH:15]=[CH:14][C:13]([C:16]3[N:24]=[CH:23][N:22]=[C:21]4[C:17]=3[N:18]=[C:19]([C:25]3[CH:26]=[CH:27][C:28]([CH:31]5[CH2:36][CH2:35][N:34]([CH2:37][C:38]([F:40])([F:39])[F:41])[CH2:33][CH2:32]5)=[CH:29][CH:30]=3)[NH:20]4)=[CH:12][C:9]=2[C:10]#[N:11])[CH2:5][CH2:6]1)=[O:43]. The catalyst class is: 3. (7) Reactant: [C:1]([O:5][C:6]([N:8]1[CH2:12][CH2:11][CH:10]([O:13][C:14]2[CH:19]=[CH:18][C:17]([OH:20])=[CH:16][CH:15]=2)[CH2:9]1)=[O:7])([CH3:4])([CH3:3])[CH3:2].Br[CH2:22][C:23]([O:25][CH2:26][CH3:27])=[O:24].[H-].[Na+]. Product: [CH2:26]([O:25][C:23](=[O:24])[CH2:22][O:20][C:17]1[CH:18]=[CH:19][C:14]([O:13][CH:10]2[CH2:11][CH2:12][N:8]([C:6]([O:5][C:1]([CH3:4])([CH3:2])[CH3:3])=[O:7])[CH2:9]2)=[CH:15][CH:16]=1)[CH3:27]. The catalyst class is: 7. (8) Reactant: C[O:2][C:3](=[O:23])[CH2:4][N:5]1[CH:9]=[C:8](C#N)[C:7]([C:12]2[CH:17]=[C:16]([S:18](Cl)(=[O:20])=[O:19])[CH:15]=[C:14]([Cl:22])[CH:13]=2)=[CH:6]1.Cl[C:25]1[CH:26]=[C:27]([C:35]2C(C#N)=[CH:38][N:37](CC(O)=O)[CH:36]=2)[CH:28]=[C:29](S(Cl)(=O)=O)[CH:30]=1.C[CH2:47][N:48](CC)CC.[Li+].[OH-]. Product: [Cl:22][C:14]1[CH:13]=[C:12]([C:7]2[CH:8]=[CH:9][N:5]([CH2:4][C:3]([OH:2])=[O:23])[C:6]=2[C:47]#[N:48])[CH:17]=[C:16]([S:18](=[O:19])(=[O:20])[N:37]([CH3:38])[CH2:36][CH2:35][C:27]2[CH:26]=[CH:25][CH:30]=[CH:29][CH:28]=2)[CH:15]=1. The catalyst class is: 1. (9) Reactant: [C:1]1([CH2:7][CH2:8][C:9]([NH:11][C:12]2[CH:13]=[C:14]([CH:20]=[CH:21][N:22]=2)[C:15]([O:17]CC)=[O:16])=[O:10])[CH:6]=[CH:5][CH:4]=[CH:3][CH:2]=1.[OH-].[Na+].C(O)C.Cl. Product: [C:1]1([CH2:7][CH2:8][C:9]([NH:11][C:12]2[CH:13]=[C:14]([CH:20]=[CH:21][N:22]=2)[C:15]([OH:17])=[O:16])=[O:10])[CH:2]=[CH:3][CH:4]=[CH:5][CH:6]=1. The catalyst class is: 7.